Dataset: Reaction yield outcomes from USPTO patents with 853,638 reactions. Task: Predict the reaction yield, written as a fraction of the theoretical maximum amount of product (1.0 means a 100% yield; for example, 0.34 means a 34% yield). (1) The reactants are [N:1]1([C:6]2[CH:11]=[CH:10][C:9]([C:12](=[O:28])[CH2:13][C:14]([C:20]3[CH:25]=[C:24]([Cl:26])[CH:23]=[C:22]([Cl:27])[CH:21]=3)(O)[C:15]([F:18])([F:17])[F:16])=[CH:8][CH:7]=2)[CH:5]=[N:4][CH:3]=[N:2]1.S(Cl)(Cl)=O.N1C=CC=CC=1. The catalyst is C1(C)C=CC=CC=1. The product is [N:1]1([C:6]2[CH:7]=[CH:8][C:9]([C:12](=[O:28])[CH:13]=[C:14]([C:20]3[CH:25]=[C:24]([Cl:26])[CH:23]=[C:22]([Cl:27])[CH:21]=3)[C:15]([F:18])([F:16])[F:17])=[CH:10][CH:11]=2)[CH:5]=[N:4][CH:3]=[N:2]1. The yield is 0.824. (2) The reactants are [Cl:1][C:2]1[N:6]([CH3:7])[N:5]=[C:4]([CH3:8])[C:3]=1[C:9]([OH:11])=O.CCN(C(C)C)C(C)C.[B-](F)(F)(F)F.CN(C(ON1C(=O)CCC1=O)=[N+](C)C)C.Cl.[NH2:42][CH:43]1[CH:50]2[CH2:51][CH:46]3[CH2:47][CH:48]([CH2:52][CH:44]1[CH2:45]3)[CH2:49]2. The catalyst is ClCCl.CN(C=O)C.O. The product is [CH:44]12[CH2:52][CH:48]3[CH2:47][CH:46]([CH2:51][CH:50]([CH2:49]3)[CH:43]1[NH:42][C:9]([C:3]1[C:4]([CH3:8])=[N:5][N:6]([CH3:7])[C:2]=1[Cl:1])=[O:11])[CH2:45]2. The yield is 0.580. (3) The reactants are [Si]([O:8][CH:9]1[CH2:12][N:11]([C:13]([C:15]2[S:23][C:22]3[C:17](=[N:18][CH:19]=[CH:20][C:21]=3[O:24][C:25]3[CH:30]=[CH:29][C:28]([NH:31][C:32](=[O:45])[CH2:33][C:34]([NH:36][C:37]4[CH:42]=[CH:41][CH:40]=[CH:39][C:38]=4[O:43][CH3:44])=[O:35])=[CH:27][C:26]=3[F:46])[CH:16]=2)=[O:14])[CH2:10]1)(C(C)(C)C)(C)C.CO. No catalyst specified. The product is [F:46][C:26]1[CH:27]=[C:28]([NH:31][C:32](=[O:45])[CH2:33][C:34]([NH:36][C:37]2[CH:42]=[CH:41][CH:40]=[CH:39][C:38]=2[O:43][CH3:44])=[O:35])[CH:29]=[CH:30][C:25]=1[O:24][C:21]1[CH:20]=[CH:19][N:18]=[C:17]2[CH:16]=[C:15]([C:13]([N:11]3[CH2:10][CH:9]([OH:8])[CH2:12]3)=[O:14])[S:23][C:22]=12. The yield is 0.670. (4) The reactants are [Cl:1][C:2]1[CH:7]=[C:6](Cl)[N:5]2[N:9]=[C:10]([C:12]3[CH:17]=[CH:16][CH:15]=[CH:14][N:13]=3)[CH:11]=[C:4]2[N:3]=1.[NH:18]1[CH2:23][CH2:22][O:21][CH2:20][CH2:19]1. The catalyst is O1CCOCC1.O. The product is [Cl:1][C:2]1[CH:7]=[C:6]([N:18]2[CH2:23][CH2:22][O:21][CH2:20][CH2:19]2)[N:5]2[N:9]=[C:10]([C:12]3[CH:17]=[CH:16][CH:15]=[CH:14][N:13]=3)[CH:11]=[C:4]2[N:3]=1. The yield is 0.750. (5) The reactants are [C:1]([C@H:5]1[CH2:10][CH2:9][C@H:8]([O:11][C:12]2[C:13](C(F)(F)F)=[C:14]3[C:19](=[CH:20][CH:21]=2)[CH:18]=[C:17]([CH2:22][N:23]2[CH2:26][CH:25]([C:27]([O:29][CH3:30])=[O:28])[CH2:24]2)[CH:16]=[CH:15]3)[CH2:7][CH2:6]1)([CH3:4])([CH3:3])[CH3:2].C1C(=O)N([Cl:42])C(=O)C1.C(O)(C(F)(F)F)=O.C([O-])([O-])=O.[Na+].[Na+]. The catalyst is CC#N. The product is [C:1]([C@H:5]1[CH2:10][CH2:9][C@H:8]([O:11][C:12]2[C:13]([Cl:42])=[C:14]3[C:19](=[CH:20][CH:21]=2)[CH:18]=[C:17]([CH2:22][N:23]2[CH2:26][CH:25]([C:27]([O:29][CH3:30])=[O:28])[CH2:24]2)[CH:16]=[CH:15]3)[CH2:7][CH2:6]1)([CH3:4])([CH3:3])[CH3:2]. The yield is 0.430. (6) The reactants are [C:1]([OH:7])(=[O:6])[CH2:2][C:3](O)=O.[C:8]([O:12][C:13]([N:15]1[CH2:24][CH2:23][C:22]2[C:17](=[CH:18][CH:19]=[CH:20][C:21]=2C=O)[CH2:16]1)=[O:14])([CH3:11])([CH3:10])[CH3:9]. The catalyst is N1CCCCC1.N1C=CC=CC=1. The product is [C:8]([O:12][C:13]([N:15]1[CH2:24][CH2:23][C:22]2[C:17](=[CH:18][CH:19]=[CH:20][C:21]=2/[CH:3]=[CH:2]/[C:1]([OH:7])=[O:6])[CH2:16]1)=[O:14])([CH3:11])([CH3:9])[CH3:10]. The yield is 0.990.